This data is from Catalyst prediction with 721,799 reactions and 888 catalyst types from USPTO. The task is: Predict which catalyst facilitates the given reaction. (1) Reactant: [Br:1][C:2]1[CH:3]=[N:4][C:5](Cl)=[N:6][CH:7]=1.[H-].[Na+].[CH3:11][NH:12][C:13](=[O:15])[CH3:14]. Product: [Br:1][C:2]1[CH:3]=[N:4][C:5]([N:12]([CH3:11])[C:13](=[O:15])[CH3:14])=[N:6][CH:7]=1. The catalyst class is: 20. (2) Reactant: [CH3:1][O:2][C:3]1[CH:8]=[C:7]([O:9][CH3:10])[CH:6]=[CH:5][C:4]=1[CH2:11][NH:12][C:13]1[N:18]=[CH:17][C:16]([C:19]([O:21]C)=[O:20])=[C:15]([O:23][CH3:24])[CH:14]=1.[OH-].[K+]. Product: [CH3:1][O:2][C:3]1[CH:8]=[C:7]([O:9][CH3:10])[CH:6]=[CH:5][C:4]=1[CH2:11][NH:12][C:13]1[N:18]=[CH:17][C:16]([C:19]([OH:21])=[O:20])=[C:15]([O:23][CH3:24])[CH:14]=1. The catalyst class is: 83. (3) Product: [F:24][C:21]1[CH:22]=[CH:23][C:18]([C@@H:16]([NH:15][C:4]2[CH:3]=[C:2]([O:69][CH2:68][CH2:67][OH:70])[CH:7]=[C:6]([NH:8][C:9]3[CH:14]=[N:13][CH:12]=[CH:11][N:10]=3)[N:5]=2)[CH3:17])=[CH:19][CH:20]=1. The catalyst class is: 684. Reactant: Cl[C:2]1[CH:7]=[C:6]([NH:8][C:9]2[CH:14]=[N:13][CH:12]=[CH:11][N:10]=2)[N:5]=[C:4]([NH:15][C@H:16]([C:18]2[CH:23]=[CH:22][C:21]([F:24])=[CH:20][CH:19]=2)[CH3:17])[CH:3]=1.P([O-])([O-])([O-])=O.[K+].[K+].[K+].C1(P(C2CCCCC2)C2C=CC=CC=2C2C(C(C)C)=CC(C(C)C)=CC=2C(C)C)CCCCC1.[CH2:67]([OH:70])[CH2:68][OH:69]. (4) Reactant: C([O:5][C:6](=[O:18])[CH2:7][CH:8]([NH:11][C:12]([O:14][CH2:15][CH:16]=[CH2:17])=[O:13])[CH2:9][OH:10])(C)(C)C. Product: [CH2:15]([O:14][C:12](=[O:13])[NH:11][CH:8]1[CH2:7][C:6](=[O:5])[O:18][CH:9]1[O:10][CH2:6][CH2:7][CH2:8][CH3:9])[CH:16]=[CH2:17]. The catalyst class is: 51. (5) Reactant: [CH3:1][C:2]1[CH:3]=[C:4]([C:22]2[CH:27]=[CH:26][CH:25]=[CH:24][CH:23]=2)[CH:5]=[C:6]([CH3:21])[C:7]=1[CH:8]1[C:12](=[O:13])[C:11](=[CH:14][CH:15]2[CH2:19][CH2:18][O:17][CH2:16]2)[CH2:10][C:9]1=[O:20].[H][H]. Product: [CH3:21][C:6]1[CH:5]=[C:4]([C:22]2[CH:23]=[CH:24][CH:25]=[CH:26][CH:27]=2)[CH:3]=[C:2]([CH3:1])[C:7]=1[CH:8]1[C:12](=[O:13])[CH:11]([CH2:14][CH:15]2[CH2:19][CH2:18][O:17][CH2:16]2)[CH2:10][C:9]1=[O:20]. The catalyst class is: 19. (6) Reactant: C([NH:9][C:10]([NH:12][C:13]1[CH:18]=[CH:17][CH:16]=[C:15]([N:19]2[C:23]([CH3:24])=[C:22]([CH3:25])[N:21]=[CH:20]2)[CH:14]=1)=[S:11])(=O)C1C=CC=CC=1.[OH-].[Na+].Cl. Product: [CH3:25][C:22]1[N:21]=[CH:20][N:19]([C:15]2[CH:14]=[C:13]([NH:12][C:10]([NH2:9])=[S:11])[CH:18]=[CH:17][CH:16]=2)[C:23]=1[CH3:24]. The catalyst class is: 5. (7) The catalyst class is: 2. Product: [C:2]([C:4]1[CH:5]=[C:6]([C:12]2[CH:17]=[CH:16][C:15]([C:18]#[N:19])=[CH:14][CH:13]=2)[CH:7]=[CH:8][C:9]=1[O:10][CH3:11])(=[O:1])[CH3:3]. Reactant: [OH:1][CH:2]([C:4]1[CH:5]=[C:6]([C:12]2[CH:17]=[CH:16][C:15]([C:18]#[N:19])=[CH:14][CH:13]=2)[CH:7]=[CH:8][C:9]=1[O:10][CH3:11])[CH3:3].[Cr](O[Cr]([O-])(=O)=O)([O-])(=O)=O.[NH+]1C=CC=CC=1.[NH+]1C=CC=CC=1.